This data is from NCI-60 drug combinations with 297,098 pairs across 59 cell lines. The task is: Regression. Given two drug SMILES strings and cell line genomic features, predict the synergy score measuring deviation from expected non-interaction effect. (1) Drug 1: CN(C)C1=NC(=NC(=N1)N(C)C)N(C)C. Drug 2: CS(=O)(=O)OCCCCOS(=O)(=O)C. Cell line: NCI-H226. Synergy scores: CSS=-7.45, Synergy_ZIP=1.63, Synergy_Bliss=1.37, Synergy_Loewe=-10.7, Synergy_HSA=-7.56. (2) Drug 1: C1=CC(=CC=C1CC(C(=O)O)N)N(CCCl)CCCl.Cl. Drug 2: C1=NC(=NC(=O)N1C2C(C(C(O2)CO)O)O)N. Cell line: SW-620. Synergy scores: CSS=29.3, Synergy_ZIP=-6.20, Synergy_Bliss=0.650, Synergy_Loewe=-4.42, Synergy_HSA=-0.990.